The task is: Predict the reaction yield, written as a fraction of the theoretical maximum amount of product (1.0 means a 100% yield; for example, 0.34 means a 34% yield).. This data is from Reaction yield outcomes from USPTO patents with 853,638 reactions. (1) The reactants are [F:1][C:2]1[CH:7]=[CH:6][CH:5]=[CH:4][C:3]=1[N:8]1[C:16]2[C:11](=[C:12]([N:17]3[CH2:21][CH2:20][N:19]([CH2:22][C:23](O)=[O:24])[C:18]3=[O:26])[CH:13]=[CH:14][CH:15]=2)[CH:10]=[N:9]1.[CH3:27][C@H:28]1[CH2:32][CH2:31][CH2:30][NH:29]1.C(N(C(C)C)C(C)C)C.CN(C(ON1N=NC2C=CC=NC1=2)=[N+](C)C)C.F[P-](F)(F)(F)(F)F. The catalyst is O1CCCC1. The product is [F:1][C:2]1[CH:7]=[CH:6][CH:5]=[CH:4][C:3]=1[N:8]1[C:16]2[C:11](=[C:12]([N:17]3[CH2:21][CH2:20][N:19]([CH2:22][C:23]([N:29]4[CH2:30][CH2:31][CH2:32][C@@H:28]4[CH3:27])=[O:24])[C:18]3=[O:26])[CH:13]=[CH:14][CH:15]=2)[CH:10]=[N:9]1. The yield is 0.620. (2) The reactants are [C:1]([O:5][C:6]([N:8]1[CH2:13][CH2:12][N:11]([CH2:14][C:15]2[N:20]=[C:19]3[N:21]=[C:22]([C:24]4[CH:29]=[CH:28][CH:27]=[C:26]([N+:30]([O-])=O)[CH:25]=4)[O:23][C:18]3=[CH:17][CH:16]=2)[CH2:10][CH2:9]1)=[O:7])([CH3:4])([CH3:3])[CH3:2].O.O.[SH-].[Na+]. The catalyst is CO. The product is [C:1]([O:5][C:6]([N:8]1[CH2:13][CH2:12][N:11]([CH2:14][C:15]2[N:20]=[C:19]3[N:21]=[C:22]([C:24]4[CH:29]=[CH:28][CH:27]=[C:26]([NH2:30])[CH:25]=4)[O:23][C:18]3=[CH:17][CH:16]=2)[CH2:10][CH2:9]1)=[O:7])([CH3:4])([CH3:2])[CH3:3]. The yield is 1.00. (3) The reactants are [C:1]([O:5][C:6]([NH:8][CH:9]([C:13]([OH:16])([CH3:15])[CH3:14])[C:10]([OH:12])=[O:11])=[O:7])([CH3:4])([CH3:3])[CH3:2].[CH3:17]I.[H-].[Na+].O. The catalyst is C1COCC1.C(OCC)(=O)C. The product is [C:1]([O:5][C:6]([NH:8][CH:9]([C:13]([O:16][CH3:17])([CH3:15])[CH3:14])[C:10]([OH:12])=[O:11])=[O:7])([CH3:4])([CH3:2])[CH3:3]. The yield is 0.940. (4) The reactants are [Cl:1][C:2]1[CH:3]=[C:4]([C:9](=[O:17])[CH2:10][C:11]2[CH:16]=[CH:15][CH:14]=[CH:13][CH:12]=2)[CH:5]=[C:6](Cl)[CH:7]=1.BrC1C=CC([F:25])=C(Cl)C=1. No catalyst specified. The product is [Cl:1][C:2]1[CH:3]=[C:4]([C:9](=[O:17])[CH2:10][C:11]2[CH:16]=[CH:15][CH:14]=[CH:13][CH:12]=2)[CH:5]=[CH:6][C:7]=1[F:25]. The yield is 0.200. (5) The reactants are I[C:2]1[CH:3]=[C:4]2[C:27](=[CH:28][CH:29]=1)[C:8]1=[N:9][O:10][C:11]([C:12]3[C:16]([C:17]([F:20])([F:19])[F:18])=[C:15]([C:21]4[CH:26]=[CH:25][CH:24]=[CH:23][CH:22]=4)[O:14][N:13]=3)=[C:7]1[CH2:6][CH2:5]2.C([O-])(=O)C.[K+].[CH:35]1([OH:40])[CH2:39][CH2:38][CH:37]=[CH:36]1. The catalyst is [Cl-].C([N+](CCCC)(CCCC)CCCC)CCC.C([O-])(=O)C.[Pd+2].C([O-])(=O)C.CN(C=O)C. The product is [C:21]1([C:15]2[O:14][N:13]=[C:12]([C:11]3[O:10][N:9]=[C:8]4[C:27]5[C:4]([CH2:5][CH2:6][C:7]=34)=[CH:3][C:2]([CH:37]3[CH2:38][CH2:39][C:35](=[O:40])[CH2:36]3)=[CH:29][CH:28]=5)[C:16]=2[C:17]([F:19])([F:20])[F:18])[CH:26]=[CH:25][CH:24]=[CH:23][CH:22]=1. The yield is 0.680. (6) The reactants are [C:1]([O:5][C:6]([N:8]([CH2:13][C:14]1[CH:15]=[C:16]([CH2:20][C:21]([OH:23])=[O:22])[CH:17]=[CH:18][CH:19]=1)[CH2:9][CH2:10][CH2:11][OH:12])=[O:7])([CH3:4])([CH3:3])[CH3:2].CO.[CH3:26][Si](C=[N+]=[N-])(C)C. The catalyst is C1(C)C=CC=CC=1. The product is [C:1]([O:5][C:6]([N:8]([CH2:13][C:14]1[CH:15]=[C:16]([CH2:20][C:21]([O:23][CH3:26])=[O:22])[CH:17]=[CH:18][CH:19]=1)[CH2:9][CH2:10][CH2:11][OH:12])=[O:7])([CH3:4])([CH3:2])[CH3:3]. The yield is 0.510. (7) The reactants are [C:1]([NH:4][C:5]1[CH:10]=[CH:9][C:8]([NH:11][C:12](=[O:19])OCC(Cl)(Cl)Cl)=[CH:7][CH:6]=1)(=[O:3])[CH3:2].[C:20]1([C:26]2[N:30]=[C:29]([N:31]3[CH2:36][CH2:35][NH:34][CH2:33][CH2:32]3)[S:28][N:27]=2)[CH:25]=[CH:24][CH:23]=[CH:22][CH:21]=1.C(N(C(C)C)CC)(C)C.CS(C)=O. The catalyst is O. The product is [C:1]([NH:4][C:5]1[CH:6]=[CH:7][C:8]([NH:11][C:12]([N:34]2[CH2:35][CH2:36][N:31]([C:29]3[S:28][N:27]=[C:26]([C:20]4[CH:25]=[CH:24][CH:23]=[CH:22][CH:21]=4)[N:30]=3)[CH2:32][CH2:33]2)=[O:19])=[CH:9][CH:10]=1)(=[O:3])[CH3:2]. The yield is 0.0960. (8) The product is [Cl:1][C:2]1[C:3]2[CH:12]=[CH:11][CH:10]=[CH:9][C:4]=2[S:5][C:6]=1[CH:7]=[O:8]. The yield is 0.840. The catalyst is C(Cl)Cl.CCC[N+](CCC)(CCC)CCC.[O-][Ru](=O)(=O)=O. The reactants are [Cl:1][C:2]1[C:3]2[CH:12]=[CH:11][CH:10]=[CH:9][C:4]=2[S:5][C:6]=1[CH2:7][OH:8].C[N+]1([O-])CCOCC1.